From a dataset of Catalyst prediction with 721,799 reactions and 888 catalyst types from USPTO. Predict which catalyst facilitates the given reaction. (1) Reactant: Cl.[NH2:2][C:3]1([CH3:11])[CH2:9][CH2:8][C:7](=[O:10])[NH:6][C:4]1=[O:5].[N+:12]([C:15]1[CH:25]=[CH:24][CH:23]=[C:17]2[C:18]([O:20][C:21](=O)[C:16]=12)=[O:19])([O-:14])=[O:13].C([O-])(=O)C.[Na+]. Product: [N+:12]([C:15]1[CH:25]=[CH:24][CH:23]=[C:17]2[C:18]([N:2]([C:3]3([CH3:11])[CH2:9][CH2:8][C:7](=[O:10])[NH:6][C:4]3=[O:5])[C:21](=[O:20])[C:16]=12)=[O:19])([O-:14])=[O:13]. The catalyst class is: 15. (2) Reactant: [Cl:1][C:2]1[N:7]=[CH:6][C:5]([OH:8])=[CH:4][N:3]=1.[F:9][C:10]1[CH:15]=[CH:14][C:13](B(O)O)=[CH:12][CH:11]=1.C(N(CC)CC)C. Product: [Cl:1][C:2]1[N:7]=[CH:6][C:5]([O:8][C:13]2[CH:14]=[CH:15][C:10]([F:9])=[CH:11][CH:12]=2)=[CH:4][N:3]=1. The catalyst class is: 221. (3) Product: [CH2:13]([N:20]1[C:21]2[CH:26]=[C:25]([CH2:27][CH2:28][CH2:29][CH2:30][CH3:31])[N:24]=[C:23]([N:32]([CH2:33][C:34]3[CH:35]=[CH:36][C:37]([O:40][CH3:41])=[CH:38][CH:39]=3)[CH2:42][C:43]3[CH:44]=[CH:45][C:46]([O:49][CH3:50])=[CH:47][CH:48]=3)[C:22]=2[N:51]=[C:1]1[OH:2])[C:14]1[CH:15]=[CH:16][CH:17]=[CH:18][CH:19]=1. The catalyst class is: 1. Reactant: [C:1](C1NC=CN=1)(C1NC=CN=1)=[O:2].[CH2:13]([NH:20][C:21]1[CH:26]=[C:25]([CH2:27][CH2:28][CH2:29][CH2:30][CH3:31])[N:24]=[C:23]([N:32]([CH2:42][C:43]2[CH:48]=[CH:47][C:46]([O:49][CH3:50])=[CH:45][CH:44]=2)[CH2:33][C:34]2[CH:39]=[CH:38][C:37]([O:40][CH3:41])=[CH:36][CH:35]=2)[C:22]=1[NH2:51])[C:14]1[CH:19]=[CH:18][CH:17]=[CH:16][CH:15]=1. (4) Reactant: [C:1]([O:5][C:6]([NH:8][C@H:9]1[CH2:14][CH2:13][N:12](CC2C=CC=CC=2)[CH2:11][C@H:10]1[CH3:22])=[O:7])([CH3:4])([CH3:3])[CH3:2]. Product: [C:1]([O:5][C:6]([NH:8][C@H:9]1[CH2:14][CH2:13][NH:12][CH2:11][C@H:10]1[CH3:22])=[O:7])([CH3:4])([CH3:2])[CH3:3]. The catalyst class is: 105. (5) Reactant: [F:1][C:2]1[CH:9]=[CH:8][C:7]([CH:10](O)[C:11]([F:14])([F:13])[F:12])=[CH:6][C:3]=1[C:4]#[N:5].CCN(S(F)(F)[F:22])CC. Product: [F:1][C:2]1[CH:9]=[CH:8][C:7]([CH:10]([F:22])[C:11]([F:14])([F:13])[F:12])=[CH:6][C:3]=1[C:4]#[N:5]. The catalyst class is: 2. (6) Reactant: [I:1][C:2]1[CH:7]=[CH:6][C:5]([S:8](Cl)(=[O:10])=[O:9])=[CH:4][CH:3]=1.[CH2:12]([N:14]1[CH2:19][CH2:18][NH:17][CH2:16][CH2:15]1)[CH3:13].C(N(CC)CC)C. Product: [CH2:12]([N:14]1[CH2:19][CH2:18][N:17]([S:8]([C:5]2[CH:6]=[CH:7][C:2]([I:1])=[CH:3][CH:4]=2)(=[O:10])=[O:9])[CH2:16][CH2:15]1)[CH3:13]. The catalyst class is: 22. (7) Reactant: [CH2:1]([O:5][C:6]1[CH:7]=[C:8]([CH:19]=[CH:20][CH:21]=1)[CH2:9][N:10]1[CH2:14][CH2:13][CH:12]([C:15]([NH:17][NH2:18])=[O:16])[CH2:11]1)[CH:2]([CH3:4])[CH3:3].CN1CCOCC1.[C:29]([O:32][CH2:33][C:34](Cl)=[O:35])(=[O:31])[CH3:30]. Product: [CH2:1]([O:5][C:6]1[CH:7]=[C:8]([CH:19]=[CH:20][CH:21]=1)[CH2:9][N:10]1[CH2:14][CH2:13][CH:12]([C:15]([N:17]([C:34](=[O:35])[CH2:33][O:32][C:29](=[O:31])[CH3:30])[NH2:18])=[O:16])[CH2:11]1)[CH:2]([CH3:4])[CH3:3]. The catalyst class is: 2. (8) Reactant: [CH3:1][O:2][C:3](=[O:15])[CH2:4][CH2:5][C:6]1[CH:11]=[C:10]([Br:12])[C:9]([OH:13])=[CH:8][C:7]=1[CH3:14].N1C=CN=C1.[C:21]([Si:25]([CH3:28])([CH3:27])Cl)([CH3:24])([CH3:23])[CH3:22]. Product: [CH3:1][O:2][C:3](=[O:15])[CH2:4][CH2:5][C:6]1[CH:11]=[C:10]([Br:12])[C:9]([O:13][Si:25]([C:21]([CH3:24])([CH3:23])[CH3:22])([CH3:28])[CH3:27])=[CH:8][C:7]=1[CH3:14]. The catalyst class is: 2.